The task is: Predict which catalyst facilitates the given reaction.. This data is from Catalyst prediction with 721,799 reactions and 888 catalyst types from USPTO. (1) Reactant: [CH3:1][C:2]1[CH:7]=[CH:6][C:5]([NH:8][C:9](=[O:20])[C:10]2[CH:15]=[CH:14][CH:13]=[C:12]([C:16]([F:19])([F:18])[F:17])[CH:11]=2)=[CH:4][C:3]=1[C:21]1[CH:26]=[C:25]([N:27]2[CH2:32][CH2:31][O:30][CH2:29][CH2:28]2)[N:24]=[C:23](S(C)(=O)=O)[N:22]=1.[NH:37]1[CH2:41][CH2:40][CH2:39][C:38]1=[O:42].C(=O)([O-])[O-].[Cs+].[Cs+]. Product: [CH3:1][C:2]1[CH:7]=[CH:6][C:5]([NH:8][C:9](=[O:20])[C:10]2[CH:15]=[CH:14][CH:13]=[C:12]([C:16]([F:19])([F:18])[F:17])[CH:11]=2)=[CH:4][C:3]=1[C:21]1[CH:26]=[C:25]([N:27]2[CH2:32][CH2:31][O:30][CH2:29][CH2:28]2)[N:24]=[C:23]([N:37]2[CH2:41][CH2:40][CH2:39][C:38]2=[O:42])[N:22]=1. The catalyst class is: 12. (2) Reactant: [CH3:1][O:2][C:3]1[CH:10]=[C:9]([O:11][CH3:12])[CH:8]=[CH:7][C:4]=1[CH:5]=O.C1(P(C2C=CC=CC=2)C2C=CC=CC=2)C=CC=CC=1.[Br:32][C:33](Br)(Br)[Br:34]. Product: [CH3:12][O:11][C:9]1[CH:8]=[CH:7][C:4]([CH:5]=[C:33]([Br:34])[Br:32])=[C:3]([O:2][CH3:1])[CH:10]=1. The catalyst class is: 4. (3) Reactant: Cl.[NH2:2]O.[NH:4]1[C:12]2[C:7](=[CH:8][CH:9]=[CH:10][N:11]=2)[C:6]([CH:13]=O)=[CH:5]1.C(OC(=O)C)(=O)C.CCOC(C)=O. Product: [NH:4]1[C:12]2=[N:11][CH:10]=[CH:9][CH:8]=[C:7]2[C:6]([C:13]#[N:2])=[CH:5]1. The catalyst class is: 17. (4) Reactant: [Cl:1][C:2]1[CH:11]=[CH:10][C:9]([F:12])=[CH:8][C:3]=1[C:4]([O:6]C)=O.[F:13][C:14]([Si](C)(C)C)([F:16])[F:15].[F-].[Cs+].Cl.[OH-].[Na+]. Product: [Cl:1][C:2]1[CH:11]=[CH:10][C:9]([F:12])=[CH:8][C:3]=1[C:4](=[O:6])[C:14]([F:16])([F:15])[F:13]. The catalyst class is: 216. (5) Reactant: [C:1]([C:3]1[CH:4]=[C:5]([S:21]([N:24](CC2C=CC(OC)=CC=2OC)[C:25]2[CH:30]=[CH:29][N:28]=[CH:27][N:26]=2)(=[O:23])=[O:22])[CH:6]=[CH:7][C:8]=1[O:9][C@H:10]1[CH2:14][CH2:13][CH2:12][C@@H:11]1[C:15]1[N:19]([CH3:20])[N:18]=[CH:17][CH:16]=1)#[N:2].C([SiH](CC)CC)C.FC(F)(F)C(O)=O. Product: [C:1]([C:3]1[CH:4]=[C:5]([S:21]([NH:24][C:25]2[CH:30]=[CH:29][N:28]=[CH:27][N:26]=2)(=[O:23])=[O:22])[CH:6]=[CH:7][C:8]=1[O:9][C@H:10]1[CH2:14][CH2:13][CH2:12][C@@H:11]1[C:15]1[N:19]([CH3:20])[N:18]=[CH:17][CH:16]=1)#[N:2]. The catalyst class is: 4. (6) Reactant: [C:1]([C:4]1[C:5](I)=[N:6][N:7]2[CH2:12][CH:11]([CH:13]3[CH2:15][CH2:14]3)[N:10]([C:16]([O:18][C:19]([CH3:22])([CH3:21])[CH3:20])=[O:17])[CH2:9][C:8]=12)(=[O:3])[NH2:2].[O-]P([O-])([O-])=O.[K+].[K+].[K+].[Cl:32][C:33]1[CH:34]=[C:35](B(O)O)[CH:36]=[CH:37][C:38]=1[F:39]. Product: [C:1]([C:4]1[C:5]([C:35]2[CH:36]=[CH:37][C:38]([F:39])=[C:33]([Cl:32])[CH:34]=2)=[N:6][N:7]2[CH2:12][CH:11]([CH:13]3[CH2:15][CH2:14]3)[N:10]([C:16]([O:18][C:19]([CH3:22])([CH3:21])[CH3:20])=[O:17])[CH2:9][C:8]=12)(=[O:3])[NH2:2]. The catalyst class is: 368. (7) Reactant: C([O:3][C:4](=O)[CH:5]([NH:16][C:17](=[O:19])[CH3:18])[CH2:6][C:7]1[C:11]2=[N:12][CH:13]=[CH:14][CH:15]=[C:10]2[NH:9][CH:8]=1)C.[Li+].[BH4-].OS([O-])(=O)=O.[K+]. Product: [OH:3][CH2:4][CH:5]([NH:16][C:17](=[O:19])[CH3:18])[CH2:6][C:7]1[C:11]2=[N:12][CH:13]=[CH:14][CH:15]=[C:10]2[NH:9][CH:8]=1. The catalyst class is: 27.